The task is: Predict the reactants needed to synthesize the given product.. This data is from Full USPTO retrosynthesis dataset with 1.9M reactions from patents (1976-2016). (1) Given the product [CH2:1]([O:3][C:4]([C:6]1[CH:7]=[N:8][C:9]2[C:14]([C:15]=1[C:32]1[CH:33]=[CH:34][CH:35]=[C:30]([C:28]#[N:29])[CH:31]=1)=[CH:13][CH:12]=[C:11]([C:24]([F:27])([F:26])[F:25])[CH:10]=2)=[O:5])[CH3:2], predict the reactants needed to synthesize it. The reactants are: [CH2:1]([O:3][C:4]([C:6]1[CH:7]=[N:8][C:9]2[C:14]([C:15]=1OS(C(F)(F)F)(=O)=O)=[CH:13][CH:12]=[C:11]([C:24]([F:27])([F:26])[F:25])[CH:10]=2)=[O:5])[CH3:2].[C:28]([C:30]1[CH:35]=[CH:34][CH:33]=[CH:32][C:31]=1B(O)O)#[N:29].P([O-])([O-])([O-])=O.[K+].[K+].[K+]. (2) Given the product [CH3:1][C:2]1([CH3:23])[O:7][C:6]2[CH:8]=[CH:9][C:10]([C:12]3[CH:13]=[C:14]([CH2:15][N:17]([CH3:18])[CH3:19])[CH:20]=[CH:21][CH:22]=3)=[N:11][C:5]=2[NH:4][CH2:3]1, predict the reactants needed to synthesize it. The reactants are: [CH3:1][C:2]1([CH3:23])[O:7][C:6]2[CH:8]=[CH:9][C:10]([C:12]3[CH:13]=[C:14]([CH:20]=[CH:21][CH:22]=3)[C:15]([N:17]([CH3:19])[CH3:18])=O)=[N:11][C:5]=2[NH:4][CH2:3]1.S(C)C.CO. (3) The reactants are: [N:1]1([C:5]2[CH:14]=[C:13]3[C:8]([CH:9]=[CH:10][C:11]([C:15]([OH:17])=O)=[N:12]3)=[CH:7][CH:6]=2)[CH2:4][CH2:3][CH2:2]1.[NH2:18][C:19]1[CH:20]=[N:21][CH:22]=[CH:23][C:24]=1[N:25]1[CH2:30][C@H:29]([CH3:31])[CH2:28][C@H:27]([NH:32]C(=O)OC(C)(C)C)[CH2:26]1. Given the product [NH2:32][C@H:27]1[CH2:28][C@@H:29]([CH3:31])[CH2:30][N:25]([C:24]2[CH:23]=[CH:22][N:21]=[CH:20][C:19]=2[NH:18][C:15]([C:11]2[CH:10]=[CH:9][C:8]3[C:13](=[CH:14][C:5]([N:1]4[CH2:2][CH2:3][CH2:4]4)=[CH:6][CH:7]=3)[N:12]=2)=[O:17])[CH2:26]1, predict the reactants needed to synthesize it. (4) Given the product [CH3:18][O:17][CH2:16][C:14]1[N:13]([CH3:19])[N:12]=[C:11]([NH:10][C:4]2[C:5](=[O:9])[N:6]([CH3:8])[CH:7]=[C:2]([B:23]3[O:24][C:25]([CH3:27])([CH3:26])[C:21]([CH3:37])([CH3:20])[O:22]3)[CH:3]=2)[CH:15]=1, predict the reactants needed to synthesize it. The reactants are: Br[C:2]1[CH:3]=[C:4]([NH:10][C:11]2[CH:15]=[C:14]([CH2:16][O:17][CH3:18])[N:13]([CH3:19])[N:12]=2)[C:5](=[O:9])[N:6]([CH3:8])[CH:7]=1.[CH3:20][C:21]1([CH3:37])[C:25]([CH3:27])([CH3:26])[O:24][B:23]([B:23]2[O:24][C:25]([CH3:27])([CH3:26])[C:21]([CH3:37])([CH3:20])[O:22]2)[O:22]1.CC(C1C=C(C(C)C)C(C2C=CC=CC=2P(C2CCCCC2)C2CCCCC2)=C(C(C)C)C=1)C.C([O-])(=O)C. (5) Given the product [NH2:1][C:2]1[N:7]=[CH:6][N:5]=[C:4]2[N:8]([C:13]([CH3:16])([CH3:15])[CH3:14])[N:9]=[C:10]([C:11]([OH:18])=[O:12])[C:3]=12, predict the reactants needed to synthesize it. The reactants are: [NH2:1][C:2]1[N:7]=[CH:6][N:5]=[C:4]2[N:8]([C:13]([CH3:16])([CH3:15])[CH3:14])[N:9]=[C:10]([CH:11]=[O:12])[C:3]=12.[Mn]([O-])(=O)(=O)=[O:18].[K+].C(O)(=O)C.